The task is: Predict the reactants needed to synthesize the given product.. This data is from Full USPTO retrosynthesis dataset with 1.9M reactions from patents (1976-2016). (1) The reactants are: [Cl:1][C:2]1[CH:7]=[CH:6][C:5]([C:8]2[CH:13]=[CH:12][C:11]([C:14]3[C:19]([C:20]([F:23])([F:22])[F:21])=[CH:18][C:17]([F:24])=[C:16]([CH2:25][O:26][C:27]4[N:32]=[CH:31][C:30]5[C@@H:33]6[C@@H:36]([C:37]([O:39]CC)=[O:38])[C@@H:34]6[CH2:35][C:29]=5[CH:28]=4)[CH:15]=3)=[C:10]([F:42])[CH:9]=2)=[C:4]([F:43])[CH:3]=1.[Li+].[OH-].O. Given the product [Cl:1][C:2]1[CH:7]=[CH:6][C:5]([C:8]2[CH:13]=[CH:12][C:11]([C:14]3[C:19]([C:20]([F:21])([F:23])[F:22])=[CH:18][C:17]([F:24])=[C:16]([CH2:25][O:26][C:27]4[N:32]=[CH:31][C:30]5[C@@H:33]6[C@@H:36]([C:37]([OH:39])=[O:38])[C@@H:34]6[CH2:35][C:29]=5[CH:28]=4)[CH:15]=3)=[C:10]([F:42])[CH:9]=2)=[C:4]([F:43])[CH:3]=1, predict the reactants needed to synthesize it. (2) Given the product [NH2:1][C:2]1[N:7]=[C:6]([C:8]2[O:9][CH:10]=[CH:11][CH:12]=2)[C:5]([C:13]#[N:14])=[C:4]([NH:26][CH2:25][C:24]2[CH:27]=[CH:28][C:21]([CH:19]=[CH2:20])=[CH:22][CH:23]=2)[N:3]=1, predict the reactants needed to synthesize it. The reactants are: [NH2:1][C:2]1[N:7]=[C:6]([C:8]2[O:9][CH:10]=[CH:11][CH:12]=2)[C:5]([C:13]#[N:14])=[C:4](S(C)=O)[N:3]=1.Cl.[CH:19]([C:21]1[CH:28]=[CH:27][C:24]([CH2:25][NH2:26])=[CH:23][CH:22]=1)=[CH2:20].C1CCN2C(=NCCC2)CC1. (3) Given the product [N:28]1([C:22]([C:21]2[CH:20]=[CH:19][C:18]([C:15]3[CH:16]=[CH:17][N:12]4[N:11]=[CH:10][C:9]([C:6]5[CH:7]=[CH:8][C:3]([C:1]#[N:2])=[CH:4][CH:5]=5)=[C:13]4[N:14]=3)=[CH:26][CH:25]=2)=[O:23])[CH2:33][CH2:32][O:31][CH2:30][CH2:29]1, predict the reactants needed to synthesize it. The reactants are: [C:1]([C:3]1[CH:8]=[CH:7][C:6]([C:9]2[CH:10]=[N:11][N:12]3[CH:17]=[CH:16][C:15]([C:18]4[CH:26]=[CH:25][C:21]([C:22](O)=[O:23])=[CH:20][CH:19]=4)=[N:14][C:13]=23)=[CH:5][CH:4]=1)#[N:2].C[N:28]1[CH2:33][CH2:32][O:31][CH2:30][CH2:29]1.CN(C(ON1N=NC2C=CC=NC1=2)=[N+](C)C)C.F[P-](F)(F)(F)(F)F.N1CCOCC1. (4) Given the product [F:46][C:47]1[CH:48]=[CH:49][C:50]([CH2:53][C:54]([NH:56][C:57](=[S:58])[NH:16][C:17]2[CH:18]=[CH:19][C:20]([O:21][C:22]3[CH:27]=[CH:26][N:25]=[C:24]([NH:28][C:29]([N:31]4[CH2:32][CH2:33][CH:34]([N:37]5[CH2:38][CH:39]([N:41]([CH3:43])[CH3:42])[CH2:40]5)[CH2:35][CH2:36]4)=[O:30])[CH:23]=3)=[CH:44][CH:45]=2)=[O:55])=[CH:51][CH:52]=1, predict the reactants needed to synthesize it. The reactants are: [C@]12(CS(O)(=O)=O)C(C)(C)C(CC1)CC2=O.[NH2:16][C:17]1[CH:45]=[CH:44][C:20]([O:21][C:22]2[CH:27]=[CH:26][N:25]=[C:24]([NH:28][C:29]([N:31]3[CH2:36][CH2:35][CH:34]([N:37]4[CH2:40][CH:39]([N:41]([CH3:43])[CH3:42])[CH2:38]4)[CH2:33][CH2:32]3)=[O:30])[CH:23]=2)=[CH:19][CH:18]=1.[F:46][C:47]1[CH:52]=[CH:51][C:50]([CH2:53][C:54]([N:56]=[C:57]=[S:58])=[O:55])=[CH:49][CH:48]=1. (5) Given the product [C:1]([O:5][C:6](=[O:7])[NH:8][C:9]1[CH:10]=[N:11][C:12]([Cl:18])=[CH:13][C:14]=1[C:15]([N:35]1[CH2:36][CH2:37][CH:32]([N:28]2[CH2:29][CH2:30][CH2:31][C:25]3([C:24](=[O:38])[O:23][C:22]([CH3:21])([CH3:39])[CH2:26]3)[CH2:27]2)[CH2:33][CH2:34]1)=[O:17])([CH3:2])([CH3:3])[CH3:4], predict the reactants needed to synthesize it. The reactants are: [C:1]([O:5][C:6]([NH:8][C:9]1[C:14]([C:15]([OH:17])=O)=[CH:13][C:12]([Cl:18])=[N:11][CH:10]=1)=[O:7])([CH3:4])([CH3:3])[CH3:2].Cl.Cl.[CH3:21][C:22]1([CH3:39])[CH2:26][C:25]2([CH2:31][CH2:30][CH2:29][N:28]([CH:32]3[CH2:37][CH2:36][NH:35][CH2:34][CH2:33]3)[CH2:27]2)[C:24](=[O:38])[O:23]1.C(OC(C)C)(C)C.